Task: Predict which catalyst facilitates the given reaction.. Dataset: Catalyst prediction with 721,799 reactions and 888 catalyst types from USPTO (1) Reactant: [OH:1][C:2]1[C:7]([C:8]2[CH:13]=[CH:12][C:11]([O:14][CH2:15][C:16]3[CH:25]=[CH:24][C:23]4[C:18](=[CH:19][CH:20]=[CH:21][CH:22]=4)[N:17]=3)=[CH:10][CH:9]=2)=[CH:6][C:5]([C:26]#[N:27])=[CH:4][CH:3]=1.[F:28][C:29]([F:42])([F:41])[S:30](O[S:30]([C:29]([F:42])([F:41])[F:28])(=[O:32])=[O:31])(=[O:32])=[O:31]. Product: [F:28][C:29]([F:42])([F:41])[S:30]([O:1][C:2]1[CH:3]=[CH:4][C:5]([C:26]#[N:27])=[CH:6][C:7]=1[C:8]1[CH:9]=[CH:10][C:11]([O:14][CH2:15][C:16]2[CH:25]=[CH:24][C:23]3[C:18](=[CH:19][CH:20]=[CH:21][CH:22]=3)[N:17]=2)=[CH:12][CH:13]=1)(=[O:32])=[O:31]. The catalyst class is: 17. (2) Reactant: [Cl:1][C:2]1[C:3]2[CH:10]=[CH:9][NH:8][C:4]=2[N:5]=[CH:6][N:7]=1.[Cl:11]N1C(=O)CCC1=O. Product: [Cl:1][C:2]1[C:3]2[C:10]([Cl:11])=[CH:9][NH:8][C:4]=2[N:5]=[CH:6][N:7]=1. The catalyst class is: 2. (3) Reactant: [CH3:1][O:2][CH2:3][CH2:4][O:5][C:6]1[CH:7]=[C:8]([CH:14]=[CH:15][C:16]=1[O:17][CH2:18][CH2:19][O:20][CH3:21])[C:9]([O:11][CH2:12][CH3:13])=[O:10].[N+:22]([O-])([OH:24])=[O:23]. Product: [CH3:21][O:20][CH2:19][CH2:18][O:17][C:16]1[C:6]([O:5][CH2:4][CH2:3][O:2][CH3:1])=[CH:7][C:8]([C:9]([O:11][CH2:12][CH3:13])=[O:10])=[C:14]([N+:22]([O-:24])=[O:23])[CH:15]=1. The catalyst class is: 52. (4) Reactant: [CH3:1][O:2][C:3](=[O:17])[CH2:4][CH2:5][C:6]1[CH:11]=[CH:10][C:9]([CH2:12][N:13]=[N+]=[N-])=[CH:8][C:7]=1[CH3:16].[H][H]. Product: [CH3:1][O:2][C:3](=[O:17])[CH2:4][CH2:5][C:6]1[CH:11]=[CH:10][C:9]([CH2:12][NH2:13])=[CH:8][C:7]=1[CH3:16]. The catalyst class is: 50. (5) Reactant: Cl[C:2]1[N:7]=[C:6]([C:8]2[S:12][C:11]([C:13]([CH3:16])([CH3:15])[CH3:14])=[N:10][C:9]=2[C:17]2[C:18]([F:35])=[C:19]([NH:23][S:24]([C:27]3[C:32]([F:33])=[CH:31][CH:30]=[CH:29][C:28]=3[F:34])(=[O:26])=[O:25])[CH:20]=[CH:21][CH:22]=2)[CH:5]=[CH:4][N:3]=1.[OH-].[NH4+:37]. Product: [NH2:37][C:2]1[N:7]=[C:6]([C:8]2[S:12][C:11]([C:13]([CH3:16])([CH3:15])[CH3:14])=[N:10][C:9]=2[C:17]2[C:18]([F:35])=[C:19]([NH:23][S:24]([C:27]3[C:32]([F:33])=[CH:31][CH:30]=[CH:29][C:28]=3[F:34])(=[O:26])=[O:25])[CH:20]=[CH:21][CH:22]=2)[CH:5]=[CH:4][N:3]=1. The catalyst class is: 194.